From a dataset of Peptide-MHC class I binding affinity with 185,985 pairs from IEDB/IMGT. Regression. Given a peptide amino acid sequence and an MHC pseudo amino acid sequence, predict their binding affinity value. This is MHC class I binding data. The MHC is HLA-A68:02 with pseudo-sequence HLA-A68:02. The peptide sequence is SVNASKTINA. The binding affinity (normalized) is 0.404.